From a dataset of Forward reaction prediction with 1.9M reactions from USPTO patents (1976-2016). Predict the product of the given reaction. (1) Given the reactants ClC1C=C(F)C=CC=1N1CCN([C:15]([C:17]2[CH:22]=[CH:21][CH:20]=[C:19]([C:23]([F:26])([F:25])[F:24])[C:18]=2[Cl:27])=[O:16])CC1=O.[Br:29][C:30]1[C:31]([F:44])=[CH:32][C:33]([CH3:43])=[C:34]([N:36]2[CH2:41][CH2:40][NH:39][CH2:38][C:37]2=[O:42])[CH:35]=1, predict the reaction product. The product is: [Br:29][C:30]1[C:31]([F:44])=[CH:32][C:33]([CH3:43])=[C:34]([N:36]2[CH2:41][CH2:40][N:39]([C:15]([C:17]3[CH:22]=[CH:21][CH:20]=[C:19]([C:23]([F:24])([F:25])[F:26])[C:18]=3[Cl:27])=[O:16])[CH2:38][C:37]2=[O:42])[CH:35]=1. (2) Given the reactants [CH2:1]([O:8][C:9]1[CH:10]=[C:11]2[C:16](=[C:17]([N+:20]([O-:22])=[O:21])[C:18]=1[OH:19])[C:15](=[O:23])[C:14]([CH3:25])([CH3:24])[CH2:13][CH2:12]2)[C:2]1C=CC=CC=1.Br.[C:27](O)(=[O:29])[CH3:28].N1C=CC=CC=1.C(OC(=O)C)(=[O:39])C, predict the reaction product. The product is: [C:27]([O:19][C:18]1[C:9]([O:8][C:1](=[O:39])[CH3:2])=[CH:10][C:11]2[CH2:12][CH2:13][C:14]([CH3:25])([CH3:24])[C:15](=[O:23])[C:16]=2[C:17]=1[N+:20]([O-:22])=[O:21])(=[O:29])[CH3:28]. (3) Given the reactants [CH3:1][O:2][C:3](=[O:16])[C:4]([NH:8][C:9]([O:11][C:12]([CH3:15])([CH3:14])[CH3:13])=[O:10])([CH3:7])[CH2:5][OH:6].CO[C:19](OC)([CH3:21])[CH3:20].B(F)(F)F.O(CC)CC, predict the reaction product. The product is: [CH3:1][O:2][C:3]([C:4]1([CH3:7])[CH2:5][O:6][C:19]([CH3:21])([CH3:20])[N:8]1[C:9]([O:11][C:12]([CH3:15])([CH3:14])[CH3:13])=[O:10])=[O:16]. (4) Given the reactants P(Cl)(Cl)([Cl:3])=O.[NH2:6][C:7]1[C:12]([OH:13])=[CH:11][CH:10]=[CH:9][N:8]=1.[C:14]([CH:17]1[CH2:22][CH2:21]O[C:18]1=[O:19])(=O)[CH3:15].N, predict the reaction product. The product is: [OH:13][C:12]1[C:7]2=[N:6][C:14]([CH3:15])=[C:17]([CH2:22][CH2:21][Cl:3])[C:18](=[O:19])[N:8]2[CH:9]=[CH:10][CH:11]=1. (5) Given the reactants [C:1](=[O:21])(OC1C=CC([N+]([O-])=O)=CC=1)[O:2][CH2:3][C:4]1[CH:9]=[CH:8][CH:7]=[C:6]([Br:10])[CH:5]=1.C(N(C(C)C)C(C)C)C.Cl.[NH2:32][CH2:33][CH2:34][C:35]([O:37][C:38]([CH3:41])([CH3:40])[CH3:39])=[O:36], predict the reaction product. The product is: [Br:10][C:6]1[CH:5]=[C:4]([CH:9]=[CH:8][CH:7]=1)[CH2:3][O:2][C:1]([NH:32][CH2:33][CH2:34][C:35]([O:37][C:38]([CH3:41])([CH3:40])[CH3:39])=[O:36])=[O:21]. (6) Given the reactants [NH2:1][C:2]1[N:7]=[CH:6][C:5]([C:8]2[N:17]=[C:16]([NH:18][CH2:19][CH:20]([C:27]3[CH:32]=[CH:31][CH:30]=[CH:29][CH:28]=3)[C:21]3[CH:26]=[CH:25][CH:24]=[CH:23][CH:22]=3)[C:15]3[C:10](=[CH:11][CH:12]=[CH:13][CH:14]=3)[N:9]=2)=[CH:4][CH:3]=1.Br[CH2:34][C:35](=O)[C:36]([O:38][CH2:39][CH3:40])=[O:37].C(Cl)(Cl)Cl.CO, predict the reaction product. The product is: [C:27]1([CH:20]([C:21]2[CH:22]=[CH:23][CH:24]=[CH:25][CH:26]=2)[CH2:19][NH:18][C:16]2[C:15]3[C:10](=[CH:11][CH:12]=[CH:13][CH:14]=3)[N:9]=[C:8]([C:5]3[CH:4]=[CH:3][C:2]4[N:7]([CH:34]=[C:35]([C:36]([O:38][CH2:39][CH3:40])=[O:37])[N:1]=4)[CH:6]=3)[N:17]=2)[CH:32]=[CH:31][CH:30]=[CH:29][CH:28]=1.